Dataset: Full USPTO retrosynthesis dataset with 1.9M reactions from patents (1976-2016). Task: Predict the reactants needed to synthesize the given product. (1) Given the product [Cl:23][C:20]1[CH:19]=[CH:18][C:17]2[C:22]([N:21]=1)=[C:13]1[C:14]([C:4]3[C:3]([S:9](=[O:11])(=[O:10])[NH:12]1)=[CH:2][CH:7]=[C:6]([Cl:8])[CH:5]=3)=[CH:15][CH:16]=2, predict the reactants needed to synthesize it. The reactants are: N[C:2]1[CH:7]=[C:6]([Cl:8])[CH:5]=[CH:4][C:3]=1[S:9]([NH:12][C:13]1[CH:14]=[CH:15][CH:16]=[C:17]2[C:22]=1[N:21]=[C:20]([Cl:23])[CH:19]=[CH:18]2)(=[O:11])=[O:10].N(OC(C)(C)C)=O.CC(O)=O. (2) The reactants are: [Br:1][C:2]1[CH:7]=[CH:6][C:5]([C:8]2[CH2:9][CH2:10][CH2:11][N:12]=2)=[CH:4][CH:3]=1.CCN(C(C)C)C(C)C.C(=[C:24]([O:31]Cl)[C:25]1[CH:30]=[CH:29][CH:28]=[CH:27][CH:26]=1)=O.CN([CH:36]=[O:37])C. Given the product [CH2:24]([O:31][C:36]([N:12]1[CH2:11][CH2:10][CH2:9][CH:8]1[C:5]1[CH:4]=[CH:3][C:2]([Br:1])=[CH:7][CH:6]=1)=[O:37])[C:25]1[CH:26]=[CH:27][CH:28]=[CH:29][CH:30]=1, predict the reactants needed to synthesize it. (3) Given the product [C:1]([O:5][C:6]([N:8]1[CH2:12][C@@H:11]([C:21]#[N:23])[CH2:10][C@H:9]1[C:14]([N:16]1[CH2:20][CH2:19][CH2:18][CH2:17]1)=[O:15])=[O:7])([CH3:4])([CH3:3])[CH3:2], predict the reactants needed to synthesize it. The reactants are: [C:1]([O:5][C:6]([N:8]1[CH2:12][C@H:11](O)[CH2:10][C@H:9]1[C:14]([N:16]1[CH2:20][CH2:19][CH2:18][CH2:17]1)=[O:15])=[O:7])([CH3:4])([CH3:3])[CH3:2].[CH2:21]([N:23](CC)CC)C.CS(Cl)(=O)=O.O. (4) Given the product [CH2:1]([C@@H:6]1[CH2:8][C@@H:7]1[CH2:9][C@@H:10]1[CH2:12][C@@H:11]1[CH2:13][C:14]#[C:15][CH2:16][CH2:17][CH2:18][CH2:19][CH2:20][OH:21])[CH2:2][CH2:3][CH2:4][CH3:5], predict the reactants needed to synthesize it. The reactants are: [CH2:1]([C@H:6]1[CH2:8][C@H:7]1[CH2:9][C@@H:10]1[CH2:12][C@@H:11]1[CH2:13][C:14]#[C:15][CH2:16][CH2:17][CH2:18][CH2:19][CH2:20][OH:21])[CH2:2][CH2:3][CH2:4][CH3:5].C([C@@H]1C[C@@H]1C[C@H]1C[C@H]1CO)CCCC. (5) Given the product [Cl:1][C:2]1[CH:7]=[CH:6][CH:5]=[CH:4][C:3]=1[CH:8]=[CH:9][C:10]([NH:12][C@H:13]([C:23]([OH:25])=[O:24])[CH2:14][C:15]1[CH:16]=[CH:17][C:18]([O:21][CH3:22])=[CH:19][CH:20]=1)=[O:11], predict the reactants needed to synthesize it. The reactants are: [Cl:1][C:2]1[CH:7]=[CH:6][CH:5]=[CH:4][C:3]=1[CH:8]=[CH:9][C:10]([NH:12][C@H:13]([C:23]([O:25]C)=[O:24])[CH2:14][C:15]1[CH:20]=[CH:19][C:18]([O:21][CH3:22])=[CH:17][CH:16]=1)=[O:11].[OH-].[Na+]. (6) Given the product [CH3:29][O:28][C:27]1[CH:26]=[CH:25][CH:24]=[CH:23][C:22]=1[O:21][CH2:20][CH:19]1[CH2:18][O:30]1, predict the reactants needed to synthesize it. The reactants are: CC1C(NC(CN2CCN([CH2:18][CH:19]([OH:30])[CH2:20][O:21][C:22]3[CH:23]=[CH:24][CH:25]=[CH:26][C:27]=3[O:28][CH3:29])CC2)=O)=C(C)C=CC=1.COC1C=CC=CC=1O.C(C1OC1)Cl.[OH-].[Na+].